This data is from Peptide-MHC class II binding affinity with 134,281 pairs from IEDB. The task is: Regression. Given a peptide amino acid sequence and an MHC pseudo amino acid sequence, predict their binding affinity value. This is MHC class II binding data. (1) The peptide sequence is KEIGRMLNILNRRRR. The MHC is DRB1_1101 with pseudo-sequence DRB1_1101. The binding affinity (normalized) is 0.923. (2) The peptide sequence is GRLLRGYNQFAYDG. The MHC is DRB1_0701 with pseudo-sequence DRB1_0701. The binding affinity (normalized) is 0.144. (3) The peptide sequence is LEAAVKQAYAATIAA. The MHC is DRB1_1101 with pseudo-sequence DRB1_1101. The binding affinity (normalized) is 0.249.